From a dataset of Catalyst prediction with 721,799 reactions and 888 catalyst types from USPTO. Predict which catalyst facilitates the given reaction. (1) Reactant: B(Br)(Br)Br.C[O:6][C:7]1[CH:12]=[CH:11][C:10]([C:13]2[C:17]3[CH2:18][C:19]4[S:20][CH:21]=[CH:22][C:23]=4[C:16]=3[NH:15][N:14]=2)=[CH:9][CH:8]=1. Product: [S:20]1[CH:21]=[CH:22][C:23]2[C:16]3[NH:15][N:14]=[C:13]([C:10]4[CH:11]=[CH:12][C:7]([OH:6])=[CH:8][CH:9]=4)[C:17]=3[CH2:18][C:19]1=2. The catalyst class is: 2. (2) Reactant: [CH2:1]([C:9]1[N:10]=[C:11]2[C:17]3[CH:18]=[CH:19][CH:20]=[CH:21][C:16]=3[NH:15][C:14]3[N:22]=[CH:23][CH:24]=[CH:25][C:13]=3[N:12]2[CH:26]=1)[CH2:2][C:3]1[CH:8]=[CH:7][CH:6]=[CH:5][CH:4]=1.[Br:27]N1C(=O)CCC1=O. Product: [Br:27][C:26]1[N:12]2[C:13]3[CH:25]=[CH:24][CH:23]=[N:22][C:14]=3[NH:15][C:16]3[CH:21]=[CH:20][CH:19]=[CH:18][C:17]=3[C:11]2=[N:10][C:9]=1[CH2:1][CH2:2][C:3]1[CH:4]=[CH:5][CH:6]=[CH:7][CH:8]=1. The catalyst class is: 1. (3) Reactant: Br[C:2]1[CH:7]=[CH:6][CH:5]=[CH:4][C:3]=1[Cl:8].[CH:9]([C:11]1[CH:16]=[CH:15][CH:14]=[CH:13][C:12]=1B(O)O)=[O:10].C(=O)([O-])[O-].[Na+].[Na+].C(OCC)(=O)C. Product: [CH:9]([C:11]1[CH:16]=[CH:15][CH:14]=[CH:13][C:12]=1[C:2]1[CH:7]=[CH:6][CH:5]=[CH:4][C:3]=1[Cl:8])=[O:10]. The catalyst class is: 109. (4) Reactant: [CH2:1]([C:4]1[C:13]2[O:12][CH2:11][C:10](=S)[NH:9][C:8]=2[CH:7]=[CH:6][CH:5]=1)[CH:2]=[CH2:3].[C:15]([O:19][CH2:20][CH3:21])(=[O:18])[NH:16][NH2:17]. Product: [CH2:1]([C:4]1[C:13]2[O:12][CH2:11][C:10]([NH:17][NH:16][C:15]([O:19][CH2:20][CH3:21])=[O:18])=[N:9][C:8]=2[CH:7]=[CH:6][CH:5]=1)[CH:2]=[CH2:3]. The catalyst class is: 8. (5) Reactant: [CH2:1]([C:3]1[O:4][C:5]2[C:11]([CH2:12][OH:13])=[CH:10][C:9]([F:14])=[CH:8][C:6]=2[CH:7]=1)[CH3:2].[H-].[Na+].F[C:18]1[N:23]=[CH:22][C:21]([CH2:24][CH2:25][C:26]([O:28][CH2:29][CH3:30])=[O:27])=[C:20]([CH3:31])[CH:19]=1. Product: [CH2:1]([C:3]1[O:4][C:5]2[C:11]([CH2:12][O:13][C:18]3[N:23]=[CH:22][C:21]([CH2:24][CH2:25][C:26]([O:28][CH2:29][CH3:30])=[O:27])=[C:20]([CH3:31])[CH:19]=3)=[CH:10][C:9]([F:14])=[CH:8][C:6]=2[CH:7]=1)[CH3:2]. The catalyst class is: 3. (6) Reactant: [CH3:1][C@@H:2]([CH2:12][CH2:13][CH2:14][C:15]1[CH:20]=[CH:19][CH:18]=[CH:17][CH:16]=1)[C:3](=[O:11])[CH2:4]P(=O)(OC)OC.[F:21][C:22]1([F:42])[CH2:26][C@H:25]([CH:27]=O)[N:24]([CH2:29][CH2:30][CH2:31][C:32]2[S:36][C:35]([C:37]([O:39][CH3:40])=[O:38])=[CH:34][CH:33]=2)[C:23]1=[O:41].[Cl-].[Li+].C(N(CC)CC)C.[Cl-].[NH4+]. Product: [F:42][C:22]1([F:21])[CH2:26][C@H:25](/[CH:27]=[CH:4]/[C:3](=[O:11])[C@@H:2]([CH3:1])[CH2:12][CH2:13][CH2:14][C:15]2[CH:16]=[CH:17][CH:18]=[CH:19][CH:20]=2)[N:24]([CH2:29][CH2:30][CH2:31][C:32]2[S:36][C:35]([C:37]([O:39][CH3:40])=[O:38])=[CH:34][CH:33]=2)[C:23]1=[O:41]. The catalyst class is: 1. (7) Reactant: [F:1][C:2]1[CH:24]=[CH:23][CH:22]=[C:21]([F:25])[C:3]=1[C:4]([NH:6][C:7]1[C:8]([C:12]2[NH:13][C:14]3[CH2:19][CH2:18][NH:17][CH2:16][C:15]=3[N:20]=2)=[N:9][NH:10][CH:11]=1)=[O:5].C(N(CC)CC)C.Br[CH2:34][CH2:35][F:36]. Product: [F:25][C:21]1[CH:22]=[CH:23][CH:24]=[C:2]([F:1])[C:3]=1[C:4]([NH:6][C:7]1[C:8]([C:12]2[NH:13][C:14]3[CH2:19][CH2:18][N:17]([CH2:34][CH2:35][F:36])[CH2:16][C:15]=3[N:20]=2)=[N:9][NH:10][CH:11]=1)=[O:5]. The catalyst class is: 39. (8) Reactant: [H-].[Na+].[O:3]1[CH:7]=[CH:6][CH:5]=[C:4]1[C:8]1[N:16]=[C:15]2[N:10]([C:11]([NH2:20])=[N:12][C:13]3[NH:19][CH:18]=[CH:17][C:14]=32)[N:9]=1.Cl[CH2:22][CH2:23][N:24]1[CH2:29][CH2:28][N:27]([C:30]2[CH:35]=[CH:34][CH:33]=[CH:32][C:31]=2[O:36][CH3:37])[CH2:26][CH2:25]1.O. Product: [O:3]1[CH:7]=[CH:6][CH:5]=[C:4]1[C:8]1[N:16]=[C:15]2[N:10]([C:11]([NH2:20])=[N:12][C:13]3[N:19]([CH2:22][CH2:23][N:24]4[CH2:25][CH2:26][N:27]([C:30]5[CH:35]=[CH:34][CH:33]=[CH:32][C:31]=5[O:36][CH3:37])[CH2:28][CH2:29]4)[CH:18]=[CH:17][C:14]=32)[N:9]=1. The catalyst class is: 3. (9) Reactant: [Cl:1][C:2]1[N:10]=[C:9]2[C:5]([N:6]=[C:7]([C:17](=[O:19])[CH3:18])[N:8]2[CH:11]2[CH2:16][CH2:15][CH2:14][CH2:13][O:12]2)=[C:4]([N:20]2[CH2:25][CH2:24][O:23][CH2:22][CH2:21]2)[N:3]=1.[BH4-].[Na+]. Product: [Cl:1][C:2]1[N:10]=[C:9]2[C:5]([N:6]=[C:7]([CH:17]([OH:19])[CH3:18])[N:8]2[CH:11]2[CH2:16][CH2:15][CH2:14][CH2:13][O:12]2)=[C:4]([N:20]2[CH2:25][CH2:24][O:23][CH2:22][CH2:21]2)[N:3]=1. The catalyst class is: 353. (10) Reactant: [Cl:1][C:2]1[CH:3]=[C:4]([CH:9]2[CH2:13][N:12]([C:14]([CH:16]3[CH2:21][CH2:20][NH:19][CH2:18][CH2:17]3)=[O:15])[CH2:11][CH:10]2[CH:22]([O:24][C:25]2[CH:32]=[CH:31][C:28]([C:29]#[N:30])=[CH:27][N:26]=2)[CH3:23])[CH:5]=[CH:6][C:7]=1[Cl:8].[H-].[Na+].I[CH2:36][C:37]#[N:38]. Product: [C:37]([CH2:36][N:19]1[CH2:20][CH2:21][CH:16]([C:14]([N:12]2[CH2:13][CH:9]([C:4]3[CH:5]=[CH:6][C:7]([Cl:8])=[C:2]([Cl:1])[CH:3]=3)[CH:10]([CH:22]([O:24][C:25]3[CH:32]=[CH:31][C:28]([C:29]#[N:30])=[CH:27][N:26]=3)[CH3:23])[CH2:11]2)=[O:15])[CH2:17][CH2:18]1)#[N:38]. The catalyst class is: 1.